From a dataset of Full USPTO retrosynthesis dataset with 1.9M reactions from patents (1976-2016). Predict the reactants needed to synthesize the given product. (1) Given the product [C:1]([NH:5][S:6]([C:9]1[CH:10]=[N:11][CH:12]=[C:13]([C:15]2[C:24]3[C:19](=[C:20]([C:25]4[CH:30]=[CH:29][CH:28]=[CH:27][CH:26]=4)[CH:21]=[CH:22][CH:23]=3)[C:18]([NH:39][CH2:38][C:33]3[CH:34]=[CH:35][CH:36]=[CH:37][N:32]=3)=[N:17][N:16]=2)[CH:14]=1)(=[O:8])=[O:7])([CH3:4])([CH3:3])[CH3:2], predict the reactants needed to synthesize it. The reactants are: [C:1]([NH:5][S:6]([C:9]1[CH:10]=[N:11][CH:12]=[C:13]([C:15]2[C:24]3[C:19](=[C:20]([C:25]4[CH:30]=[CH:29][CH:28]=[CH:27][CH:26]=4)[CH:21]=[CH:22][CH:23]=3)[C:18](Cl)=[N:17][N:16]=2)[CH:14]=1)(=[O:8])=[O:7])([CH3:4])([CH3:3])[CH3:2].[N:32]1[CH:37]=[CH:36][CH:35]=[CH:34][C:33]=1[CH2:38][NH2:39]. (2) Given the product [CH:1]1([CH2:6][CH2:7][C:9]2[CH:14]=[C:13]([O:15][C:16]3[C:17]([CH3:26])=[CH:18][C:19]([N+:23]([O-:25])=[O:24])=[CH:20][C:21]=3[CH3:22])[CH:12]=[CH:11][C:10]=2[O:27][CH3:28])[CH2:5][CH2:4][CH2:3][CH2:2]1, predict the reactants needed to synthesize it. The reactants are: [CH:1]1([CH2:6][C:7]([C:9]2[CH:14]=[C:13]([O:15][C:16]3[C:21]([CH3:22])=[CH:20][C:19]([N+:23]([O-:25])=[O:24])=[CH:18][C:17]=3[CH3:26])[CH:12]=[CH:11][C:10]=2[O:27][CH3:28])=O)[CH2:5][CH2:4][CH2:3][CH2:2]1.FC(F)(F)C(O)=O.C([SiH](CC)CC)C.O. (3) Given the product [Cl:1][C:2]1[C:10]([F:11])=[CH:9][C:5]([C:6]([NH:18][C@H:16]([CH3:17])[C:15]([F:20])([F:19])[F:14])=[O:7])=[C:4]([F:12])[CH:3]=1, predict the reactants needed to synthesize it. The reactants are: [Cl:1][C:2]1[C:10]([F:11])=[CH:9][C:5]([C:6](Cl)=[O:7])=[C:4]([F:12])[CH:3]=1.Cl.[F:14][C:15]([F:20])([F:19])[C@H:16]([NH2:18])[CH3:17].C([O-])(O)=O.[Na+]. (4) Given the product [F:1][C:2]1[CH:3]=[C:4]([C@@H:9]2[NH:10][C@H:11](/[CH:14]=[CH:15]/[C:16]([O:18][CH3:19])=[O:17])[CH2:12][CH2:13]2)[CH:5]=[CH:6][C:7]=1[F:8], predict the reactants needed to synthesize it. The reactants are: [F:1][C:2]1[CH:3]=[C:4]([C@@H:9]2[CH2:13][CH2:12][C@H:11](/[CH:14]=[CH:15]/[C:16]([O:18][CH3:19])=[O:17])[N:10]2C(OC(C)(C)C)=O)[CH:5]=[CH:6][C:7]=1[F:8]. (5) Given the product [Br:15][C:13]1[CH:14]=[C:10]([CH:9]2[CH2:8][N:7]([CH:16]([C:18]3[CH:19]=[CH:20][CH:21]=[CH:22][CH:23]=3)[CH3:17])[CH2:6][CH:5]2[C:3]([OH:4])=[O:2])[S:11][CH:12]=1, predict the reactants needed to synthesize it. The reactants are: C[O:2][C:3]([CH:5]1[CH:9]([C:10]2[S:11][CH:12]=[C:13]([Br:15])[CH:14]=2)[CH2:8][N:7]([CH:16]([C:18]2[CH:23]=[CH:22][CH:21]=[CH:20][CH:19]=2)[CH3:17])[CH2:6]1)=[O:4].C1NCC2C1CC1C(C#N)=CSC=12. (6) The reactants are: Cl[CH2:2][CH:3]([OH:16])[CH2:4][O:5][C:6]1([CH3:15])[CH2:11][CH2:10][CH:9]([CH:12]([CH3:14])[CH3:13])[CH2:8][CH2:7]1.[OH-].[Na+]. Given the product [O:16]1[CH:3]([CH2:4][O:5][C:6]2([CH3:15])[CH2:11][CH2:10][CH:9]([CH:12]([CH3:14])[CH3:13])[CH2:8][CH2:7]2)[CH2:2]1, predict the reactants needed to synthesize it.